From a dataset of Peptide-MHC class I binding affinity with 185,985 pairs from IEDB/IMGT. Regression. Given a peptide amino acid sequence and an MHC pseudo amino acid sequence, predict their binding affinity value. This is MHC class I binding data. The peptide sequence is LFTIAMWLL. The MHC is HLA-A24:02 with pseudo-sequence HLA-A24:02. The binding affinity (normalized) is 0.240.